Dataset: Peptide-MHC class II binding affinity with 134,281 pairs from IEDB. Task: Regression. Given a peptide amino acid sequence and an MHC pseudo amino acid sequence, predict their binding affinity value. This is MHC class II binding data. (1) The peptide sequence is TKKSIKEIASSISRL. The MHC is H-2-IAb with pseudo-sequence H-2-IAb. The binding affinity (normalized) is 0.239. (2) The peptide sequence is NMVVERLGDYLVEQG. The MHC is HLA-DQA10102-DQB10502 with pseudo-sequence HLA-DQA10102-DQB10502. The binding affinity (normalized) is 0.693. (3) The peptide sequence is YDKFLANVSTVLTGV. The MHC is DRB1_0701 with pseudo-sequence DRB1_0701. The binding affinity (normalized) is 0.641. (4) The peptide sequence is FQEFMIVPSGAPSFT. The MHC is DRB3_0202 with pseudo-sequence DRB3_0202. The binding affinity (normalized) is 0.790. (5) The peptide sequence is FEALGFLNEDHWASR. The MHC is DRB1_0301 with pseudo-sequence DRB1_0301. The binding affinity (normalized) is 0.452.